This data is from Forward reaction prediction with 1.9M reactions from USPTO patents (1976-2016). The task is: Predict the product of the given reaction. (1) Given the reactants [CH2:1]([CH:3]([CH2:21][CH2:22][CH2:23][CH3:24])[CH2:4][O:5][C:6]1[CH:11]=[CH:10][C:9]([O:12][CH2:13][CH:14]([CH2:19][CH3:20])[CH2:15][CH2:16][CH2:17][CH3:18])=[CH:8][CH:7]=1)[CH3:2].[N+:25]([O-])([OH:27])=[O:26].O, predict the reaction product. The product is: [CH2:19]([CH:14]([CH2:15][CH2:16][CH2:17][CH3:18])[CH2:13][O:12][C:9]1[CH:8]=[CH:7][C:6]([O:5][CH2:4][CH:3]([CH2:1][CH3:2])[CH2:21][CH2:22][CH2:23][CH3:24])=[CH:11][C:10]=1[N+:25]([O-:27])=[O:26])[CH3:20]. (2) The product is: [C:1]1([C@@H:7]2[CH2:9][C@H:8]2[C:10]([NH:13][C:14]2[CH:19]=[CH:18][C:17]([C:20]([F:22])([F:21])[F:23])=[CH:16][N:15]=2)=[O:12])[CH:2]=[CH:3][CH:4]=[CH:5][CH:6]=1. Given the reactants [C:1]1([CH:7]2[CH2:9][CH:8]2[C:10]([OH:12])=O)[CH:6]=[CH:5][CH:4]=[CH:3][CH:2]=1.[NH2:13][C:14]1[CH:19]=[CH:18][C:17]([C:20]([F:23])([F:22])[F:21])=[CH:16][N:15]=1, predict the reaction product. (3) Given the reactants C([O:4][CH2:5][C:6]1[CH:11]=[CH:10][C:9]([CH2:12][C:13]2[CH:18]=[CH:17][C:16]([O:19][CH3:20])=[CH:15][CH:14]=2)=[C:8]([O:21][CH2:22][C:23]2[CH:28]=[CH:27][CH:26]=[CH:25][CH:24]=2)[CH:7]=1)(=O)C.[OH-].[K+].C(OC1C=C(C=CC=1CC1C=CC(CC)=CC=1)CO)C1C=CC=CC=1, predict the reaction product. The product is: [CH2:22]([O:21][C:8]1[CH:7]=[C:6]([CH:11]=[CH:10][C:9]=1[CH2:12][C:13]1[CH:14]=[CH:15][C:16]([O:19][CH3:20])=[CH:17][CH:18]=1)[CH2:5][OH:4])[C:23]1[CH:24]=[CH:25][CH:26]=[CH:27][CH:28]=1. (4) Given the reactants Br[CH2:2][C:3]1[CH:12]=[CH:11][C:6]([C:7]([O:9][CH3:10])=[O:8])=[CH:5][C:4]=1[O:13][CH3:14].C([O-])(O)=[O:16].[Na+].Cl, predict the reaction product. The product is: [OH:16][CH2:2][C:3]1[CH:12]=[CH:11][C:6]([C:7]([O:9][CH3:10])=[O:8])=[CH:5][C:4]=1[O:13][CH3:14].